This data is from Forward reaction prediction with 1.9M reactions from USPTO patents (1976-2016). The task is: Predict the product of the given reaction. (1) The product is: [CH:18]1([CH2:17][NH:16][C:14]([C:11]2[CH:12]=[CH:13][C:8]([C:6]3[C:5]([CH3:21])=[CH:4][CH:3]=[C:2]([NH:1][C:32](=[O:33])[C:31]4[CH:35]=[CH:36][CH:37]=[C:29]([N:24]5[C:25]([CH3:28])=[CH:26][CH:27]=[C:23]5[CH3:22])[CH:30]=4)[CH:7]=3)=[CH:9][CH:10]=2)=[O:15])[CH2:20][CH2:19]1. Given the reactants [NH2:1][C:2]1[CH:3]=[CH:4][C:5]([CH3:21])=[C:6]([C:8]2[CH:13]=[CH:12][C:11]([C:14]([NH:16][CH2:17][CH:18]3[CH2:20][CH2:19]3)=[O:15])=[CH:10][CH:9]=2)[CH:7]=1.[CH3:22][C:23]1[N:24]([C:29]2[CH:30]=[C:31]([CH:35]=[CH:36][CH:37]=2)[C:32](O)=[O:33])[C:25]([CH3:28])=[CH:26][CH:27]=1, predict the reaction product. (2) Given the reactants [C:1]([O:4][C@H:5]1[C@@H:10]([O:11][C:12](=[O:14])[CH3:13])[C@H:9]([O:15][C:16](=[O:18])[CH3:17])[C@@H:8]([CH2:19][O:20][C:21](=[O:23])[CH3:22])[O:7][C@@H:6]1[O:24][C:25]1[CH:30]=[CH:29][C:28]([C:31]2[CH:36]=[CH:35][C:34]([C:37]#[N:38])=[CH:33][CH:32]=2)=[CH:27][C:26]=1[Cl:39])(=[O:3])[CH3:2].C[Si]([N:44]=[N+:45]=[N-:46])(C)C.[F-].C([N+](CCCC)(CCCC)CCCC)CCC.C1COCC1, predict the reaction product. The product is: [C:1]([O:4][C@H:5]1[C@@H:10]([O:11][C:12](=[O:14])[CH3:13])[C@H:9]([O:15][C:16](=[O:18])[CH3:17])[C@@H:8]([CH2:19][O:20][C:21](=[O:23])[CH3:22])[O:7][C@@H:6]1[O:24][C:25]1[CH:30]=[CH:29][C:28]([C:31]2[CH:32]=[CH:33][C:34]([C:37]3[NH:46][N:45]=[N:44][N:38]=3)=[CH:35][CH:36]=2)=[CH:27][C:26]=1[Cl:39])(=[O:3])[CH3:2]. (3) Given the reactants [CH3:1][O:2][C:3]([C:5]1[N:6]([C:28]2[CH:33]=[CH:32][CH:31]=[CH:30][CH:29]=2)[C:7]2[C:12]([C:13](=[O:26])[C:14]=1[CH2:15][C:16]1[CH:21]=[CH:20][C:19]([C:22]([O:24]C)=[O:23])=[CH:18][CH:17]=1)=[CH:11][CH:10]=[C:9]([Cl:27])[CH:8]=2)=[O:4].[Li+].[OH-], predict the reaction product. The product is: [CH3:1][O:2][C:3]([C:5]1[N:6]([C:28]2[CH:33]=[CH:32][CH:31]=[CH:30][CH:29]=2)[C:7]2[C:12]([C:13](=[O:26])[C:14]=1[CH2:15][C:16]1[CH:21]=[CH:20][C:19]([C:22]([OH:24])=[O:23])=[CH:18][CH:17]=1)=[CH:11][CH:10]=[C:9]([Cl:27])[CH:8]=2)=[O:4]. (4) Given the reactants Br[C:2]1[CH:3]=[C:4]2[C:9](=[CH:10][CH:11]=1)[N:8]=[CH:7][N:6]([C:12]1[CH:13]=[C:14]([CH:19]=[CH:20][C:21]=1[CH3:22])[C:15]([O:17][CH3:18])=[O:16])[C:5]2=[O:23].C([O-])([O-])=O.[Cs+].[Cs+].C1(P(C2C=CC=CC=2)C2C=CC3C(=CC=CC=3)C=2C2C3C(=CC=CC=3)C=CC=2P(C2C=CC=CC=2)C2C=CC=CC=2)C=CC=CC=1.[CH3:76][N:77]1[CH2:82][CH2:81][NH:80][CH2:79][CH2:78]1, predict the reaction product. The product is: [CH3:22][C:21]1[CH:20]=[CH:19][C:14]([C:15]([O:17][CH3:18])=[O:16])=[CH:13][C:12]=1[N:6]1[C:5](=[O:23])[C:4]2[C:9](=[CH:10][CH:11]=[C:2]([N:80]3[CH2:81][CH2:82][N:77]([CH3:76])[CH2:78][CH2:79]3)[CH:3]=2)[N:8]=[CH:7]1.